The task is: Predict which catalyst facilitates the given reaction.. This data is from Catalyst prediction with 721,799 reactions and 888 catalyst types from USPTO. (1) Reactant: [OH-:1].[Na+].[OH2:3].[NH2:4][C:5]1[N:10]=[CH:9][N:8]=[C:7]2[N:11]([CH:15]([C:17]3[C:18]([O:33][CH3:34])=[C:19]([C:25]4[CH:26]=[N:27][CH:28]=[C:29]([CH:32]=4)[C:30]#N)[C:20]([CH3:24])=[C:21]([Cl:23])[CH:22]=3)[CH3:16])[N:12]=[C:13]([CH3:14])[C:6]=12.[ClH:35]. Product: [ClH:23].[ClH:35].[NH2:4][C:5]1[N:10]=[CH:9][N:8]=[C:7]2[N:11]([CH:15]([C:17]3[C:18]([O:33][CH3:34])=[C:19]([C:25]4[CH:26]=[N:27][CH:28]=[C:29]([CH:32]=4)[C:30]([OH:3])=[O:1])[C:20]([CH3:24])=[C:21]([Cl:23])[CH:22]=3)[CH3:16])[N:12]=[C:13]([CH3:14])[C:6]=12. The catalyst class is: 8. (2) Reactant: [NH2:1][C:2]1[N:7]=[CH:6][C:5]([C:8]2[N:15]3[C:11]([S:12][C:13]([C:16]4[CH:21]=[CH:20][C:19]([OH:22])=[C:18]([O:23][CH3:24])[CH:17]=4)=[N:14]3)=[N:10][C:9]=2[CH3:25])=[CH:4][C:3]=1[C:26]([F:29])([F:28])[F:27].Br[CH2:31][CH2:32][NH:33][C:34](=[O:40])[O:35][C:36]([CH3:39])([CH3:38])[CH3:37].C([O-])([O-])=O.[K+].[K+]. Product: [NH2:1][C:2]1[N:7]=[CH:6][C:5]([C:8]2[N:15]3[C:11]([S:12][C:13]([C:16]4[CH:21]=[CH:20][C:19]([O:22][CH2:31][CH2:32][NH:33][C:34](=[O:40])[O:35][C:36]([CH3:39])([CH3:38])[CH3:37])=[C:18]([O:23][CH3:24])[CH:17]=4)=[N:14]3)=[N:10][C:9]=2[CH3:25])=[CH:4][C:3]=1[C:26]([F:28])([F:27])[F:29]. The catalyst class is: 3. (3) Reactant: C([O:3][C:4]([C:6]1[N:7]=[C:8]([N:18]2[CH2:23][CH2:22][N:21]3[C:24]([C:27]([F:30])([F:29])[F:28])=[N:25][N:26]=[C:20]3[CH2:19]2)[C:9]2[CH:14]=[C:13]([CH2:15][CH2:16][CH3:17])[S:12][C:10]=2[N:11]=1)=[O:5])C.CO.[OH-].[Li+].Cl. Product: [CH2:15]([C:13]1[S:12][C:10]2[N:11]=[C:6]([C:4]([OH:5])=[O:3])[N:7]=[C:8]([N:18]3[CH2:23][CH2:22][N:21]4[C:24]([C:27]([F:30])([F:29])[F:28])=[N:25][N:26]=[C:20]4[CH2:19]3)[C:9]=2[CH:14]=1)[CH2:16][CH3:17]. The catalyst class is: 30. (4) Product: [CH3:11][N:10]([CH3:17])[C:9]1[CH:8]=[C:7]2[C:16]([C:3]([O:33][S:30]([C:29]([F:42])([F:41])[F:28])(=[O:32])=[O:31])=[CH:4][C:5](=[O:20])[O:6]2)=[CH:15][CH:14]=1. Reactant: C([C:3]1[C:16]2[C:7](=[C:8]3CC[CH2:17][N:10]4[CH2:11]CC[C:14]([CH:15]=2)=[C:9]34)[O:6][C:5](=[O:20])[CH:4]=1)#C.C(N(CC)CC)C.[F:28][C:29]([F:42])([F:41])[S:30]([O:33]S(C(F)(F)F)(=O)=O)(=[O:32])=[O:31]. The catalyst class is: 2. (5) Reactant: Br[C:2]1[CH:7]=[CH:6][C:5]([C:8]2[N:9]([C:13]([O:15][CH2:16][CH:17]([CH3:19])[CH3:18])=[O:14])[CH:10]=[CH:11][N:12]=2)=[CH:4][CH:3]=1.[CH3:20][C:21]([O:24][C:25]([N:27]1[CH2:33][C:32]2[CH:34]=[C:35](B(O)O)[CH:36]=[CH:37][C:31]=2[O:30][CH2:29][CH2:28]1)=[O:26])([CH3:23])[CH3:22].C(N(C(C)C)CC)(C)C.ClCCl. Product: [CH3:18][CH:17]([CH3:19])[CH2:16][O:15][C:13]([N:9]1[CH:10]=[CH:11][N:12]=[C:8]1[C:5]1[CH:6]=[CH:7][C:2]([C:35]2[CH:36]=[CH:37][C:31]3[O:30][CH2:29][CH2:28][N:27]([C:25]([O:24][C:21]([CH3:22])([CH3:20])[CH3:23])=[O:26])[CH2:33][C:32]=3[CH:34]=2)=[CH:3][CH:4]=1)=[O:14]. The catalyst class is: 155. (6) Reactant: Br[C:2]1[CH:3]=[CH:4][C:5]([O:8][CH3:9])=[N:6][CH:7]=1.C[Sn](C)C.C[Sn](C)C.I[C:19]1[CH:27]=[C:26]2[C:22]([C:23](/[CH:36]=[CH:37]/[C:38]3[CH:43]=[CH:42][CH:41]=[CH:40][CH:39]=3)=[N:24][N:25]2[CH2:28][O:29][CH2:30][CH2:31][Si:32]([CH3:35])([CH3:34])[CH3:33])=[CH:21][CH:20]=1. Product: [CH3:9][O:8][C:5]1[CH:4]=[CH:3][C:2]([C:19]2[CH:27]=[C:26]3[C:22]([C:23](/[CH:36]=[CH:37]/[C:38]4[CH:43]=[CH:42][CH:41]=[CH:40][CH:39]=4)=[N:24][N:25]3[CH2:28][O:29][CH2:30][CH2:31][Si:32]([CH3:33])([CH3:34])[CH3:35])=[CH:21][CH:20]=2)=[CH:7][N:6]=1. The catalyst class is: 155. (7) Reactant: [CH3:1][CH:2]([CH3:5])[C:3]#[CH:4].Cl[C:7]([O:9][CH2:10][CH3:11])=[O:8]. Product: [CH2:10]([O:9][C:7](=[O:8])[C:4]#[C:3][CH:2]([CH3:5])[CH3:1])[CH3:11]. The catalyst class is: 7.